Dataset: Peptide-MHC class I binding affinity with 185,985 pairs from IEDB/IMGT. Task: Regression. Given a peptide amino acid sequence and an MHC pseudo amino acid sequence, predict their binding affinity value. This is MHC class I binding data. (1) The peptide sequence is ATSRPTAPPSG. The MHC is Mamu-A01 with pseudo-sequence Mamu-A01. The binding affinity (normalized) is 0.380. (2) The peptide sequence is QLVESGGGL. The MHC is HLA-A02:03 with pseudo-sequence HLA-A02:03. The binding affinity (normalized) is 0.591. (3) The peptide sequence is FARTLLAAL. The MHC is HLA-B07:02 with pseudo-sequence HLA-B07:02. The binding affinity (normalized) is 0.600. (4) The peptide sequence is VFAYVGCYNK. The MHC is HLA-A33:01 with pseudo-sequence HLA-A33:01. The binding affinity (normalized) is 0.461. (5) The peptide sequence is YFNTHDVYF. The MHC is HLA-A02:03 with pseudo-sequence HLA-A02:03. The binding affinity (normalized) is 0.0847.